The task is: Binary Classification. Given a T-cell receptor sequence (or CDR3 region) and an epitope sequence, predict whether binding occurs between them.. This data is from TCR-epitope binding with 47,182 pairs between 192 epitopes and 23,139 TCRs. The epitope is MPASWVMRI. The TCR CDR3 sequence is CASSSPLLRTGDSGYTF. Result: 0 (the TCR does not bind to the epitope).